This data is from NCI-60 drug combinations with 297,098 pairs across 59 cell lines. The task is: Regression. Given two drug SMILES strings and cell line genomic features, predict the synergy score measuring deviation from expected non-interaction effect. Drug 1: C1=CC(=CC=C1CCCC(=O)O)N(CCCl)CCCl. Drug 2: COC1=C2C(=CC3=C1OC=C3)C=CC(=O)O2. Cell line: OVCAR-4. Synergy scores: CSS=-2.86, Synergy_ZIP=5.22, Synergy_Bliss=-2.18, Synergy_Loewe=-2.82, Synergy_HSA=-2.87.